Dataset: Reaction yield outcomes from USPTO patents with 853,638 reactions. Task: Predict the reaction yield, written as a fraction of the theoretical maximum amount of product (1.0 means a 100% yield; for example, 0.34 means a 34% yield). (1) The reactants are [CH3:1][C:2]1([CH3:14])[C@@H:4]([C:5]2[CH:10]=[CH:9][CH:8]=[CH:7][CH:6]=2)[C@@H:3]1[C:11]([OH:13])=O.[NH2:15][C:16]1[S:17][C:18]([CH3:21])=[CH:19][N:20]=1. No catalyst specified. The product is [CH3:14][C:2]1([CH3:1])[C@@H:4]([C:5]2[CH:6]=[CH:7][CH:8]=[CH:9][CH:10]=2)[C@@H:3]1[C:11]([NH:15][C:16]1[S:17][C:18]([CH3:21])=[CH:19][N:20]=1)=[O:13]. The yield is 0.610. (2) The reactants are [N:1]1([C@H:7]2[CH2:10][C@H:9]([O:11][C:12]3[CH:17]=[CH:16][C:15]([C:18]4[S:19][C:20]5[CH2:21][N:22]([C:27]6[CH2:30][C:29](=[O:31])[CH:28]=6)[CH2:23][CH2:24][C:25]=5[N:26]=4)=[CH:14][CH:13]=3)[CH2:8]2)[CH2:6][CH2:5][CH2:4][CH2:3][CH2:2]1.[BH4-].[Na+]. The catalyst is C(O)C. The product is [N:1]1([C@H:7]2[CH2:8][C@H:9]([O:11][C:12]3[CH:17]=[CH:16][C:15]([C:18]4[S:19][C:20]5[CH2:21][N:22]([C@@H:27]6[CH2:28][C@H:29]([OH:31])[CH2:30]6)[CH2:23][CH2:24][C:25]=5[N:26]=4)=[CH:14][CH:13]=3)[CH2:10]2)[CH2:2][CH2:3][CH2:4][CH2:5][CH2:6]1. The yield is 0.220.